Dataset: Peptide-MHC class II binding affinity with 134,281 pairs from IEDB. Task: Regression. Given a peptide amino acid sequence and an MHC pseudo amino acid sequence, predict their binding affinity value. This is MHC class II binding data. The peptide sequence is KHLAVLVKYEGDTMA. The MHC is HLA-DQA10104-DQB10503 with pseudo-sequence HLA-DQA10104-DQB10503. The binding affinity (normalized) is 0.0753.